From a dataset of Antibody paratope prediction from SAbDab with 1,023 antibody chains. Token-level Classification. Given an antibody amino acid sequence, predict which amino acid positions are active in antigen binding. Output is a list of indices for active paratope positions. (1) Given the antibody sequence: IVMTQTPASVSAAVGGTVTINCQASETISNYLAWYQQKPGQPPKLLIYKASTLASGVSSRFKGSGSGTEYTLTISGVQCDDAATYYCQQGYSISDIDNSFGGGTEVVVK, which amino acid positions are active in antigen binding (paratope)? The paratope positions are: [94, 95, 96]. (2) Given the antibody sequence: EIVLTQSPGTLSLSPGERATLSCRASQSVSSSYLAWYQQKPGQAPRLLIYGASSRATGIPDRFSGSGSGTDFTLTISRLEPEDFAVYYCQQYGSSTWTFGQGTKVEIK, which amino acid positions are active in antigen binding (paratope)? The paratope positions are: [30]. (3) Given the antibody sequence: QPVLTQPPSASGTPGQRVTISCSGSSSNIGSNTVSWYQQVPGTAPKLLIYGNNERPSGVPDRFSGSKSATSASLAISGLQSEDEADYYCAAWDDSLNGFWVFGGGTKLTVL, which amino acid positions are active in antigen binding (paratope)? The paratope positions are: [29, 30, 96, 97, 98].